From a dataset of Experimentally validated miRNA-target interactions with 360,000+ pairs, plus equal number of negative samples. Binary Classification. Given a miRNA mature sequence and a target amino acid sequence, predict their likelihood of interaction. (1) The miRNA is hsa-miR-6720-5p with sequence UUCCAGCCCUGGUAGGCGCCGCG. The protein sequence of the target gene is MARRHCFSYWLLVCWLVVTVAEGQEEVFTPPGDSQNNADATDCQIFTLTPPPAPRSPVTRAQPITKTPRCPFHFFPRRPRIHFRFPNRPFVPSRCNHRFPFQPFYWPHRYLTYRYFPRRRLQRGSSSEES. Result: 1 (interaction). (2) The miRNA is mmu-miR-3083-5p with sequence AGGCUGGGAAUAUUUCAGAGAU. The protein sequence of the target gene is MASSTPSPATSSNAGADPNTTNLRPTTYDTWCGVAHGCTRKLGLKICGFLQRTNSLEEKSRLVSAFRERQSSKNLLSCENSDQGARFRRTETDFSNLFAQDLLPAKNGEEQTAQFLLEVVDILLNYVRKTFDRSTKVLDFHHPHQLLEGMEGFNLELSDHPESLEQILVDCRDTLKYGVRTGHPRFFNQLSTGLDIIGLAGEWLTSTANTNMFTYEIAPVFVLMEQITLKKMREIVGWSNKDGDGIFSPGGAISNMYSIMAARYKYFPEVKTKGMAAVPKLVLFTSEHSHYSIKKAGAAL.... Result: 0 (no interaction). (3) The miRNA is hsa-miR-31-5p with sequence AGGCAAGAUGCUGGCAUAGCU. The protein sequence of the target gene is MKVRLLRQLSAAAKVKAPSGLQGPPQAHQFISLLLEEYGALCQAARSISTFLGTLENEHLKKFQVTWELHNKHLFENLVFSEPLLQSNLPALVSQIRLGTTTHDTCSEDTYSTLLQRYQRSEEELRRVAEEWLECQKRIDAYVDEQMTMKTKQRMLTEDWELFKQRRFIEEQLTNKKAVTGENNFTDTMRHMLSSRLSMPDCPNCNYRRRCACDDCSLSHILTCGIMDPPVTDDIHIHQLPLQVDPAPDYLAERSPPSVSSASSGSGSSSPITIQQHPRLILTDSGSAPTFCSDDEDVAP.... Result: 1 (interaction). (4) The miRNA is hsa-miR-145-3p with sequence GGAUUCCUGGAAAUACUGUUCU. The protein sequence of the target gene is MLSLKKYLTEGLLQFTILLSLIGVRVDVDTYLTSQLPPLREIILGPSSAYTQTQFHNLRNTLDGYGIHPKSIDLDNYFTARRLLSQVRALDRFQVPTTEVNAWLVHRDPEGSVSGSQPNSGLALESSSGLQDVTGPDNGVRESETEQGFGEDLEDLGAVAPPVSGDLTKEDIDLIDILWRQDIDLGAGREVFDYSHRQKEQDVDKELQDGREREDTWSGEGAEALARDLLVDGETGESFPAQFPADVSSIPEAVPSESESPALQNSLLSPLLTGTESPFDLEQQWQDLMSIMEMQAMEVN.... Result: 0 (no interaction). (5) The miRNA is hsa-miR-4653-3p with sequence UGGAGUUAAGGGUUGCUUGGAGA. The protein sequence of the target gene is MKKFFTVAILAGSVLSTAHGSLLNLKAMVEAVTGRSAILSFVGYGCYCGLGGRGQPKDEVDWCCHAHDCCYQELFDQGCHPYVDHYDHTIENNTEIVCSDLNKTECDKQTCMCDKNMVLCLMNQTYREEYRGFLNVYCQGPTPNCSIYEPPPEEVTCSHQSPAPPAPP. Result: 0 (no interaction). (6) The miRNA is rno-miR-7b with sequence UGGAAGACUUGUGAUUUUGUUGU. The protein sequence of the target gene is MAAPEERDLTQEQTEKLLQFQDLTGIESMDQCRHTLEQHNWNIEAAVQDRLNEQEGVPSVFNPPPSRPLQVNTADHRIYSYVVSRPQPRGLLGWGYYLIMLPFRFTYYTILDIFRFALRFIRPDPRSRVTDPVGDIVSFMHSFEEKYGRAHPVFYQGTYSQALNDAKRELRFLLVYLHGDDHQDSDEFCRNTLCAPEVISLINTRMLFWACSTNKPEGYRVSQALRENTYPFLAMIMLKDRRMTVVGRLEGLIQPDDLINQLTFIMDANQTYLVSERLEREERNQTQVLRQQQDEAYLAS.... Result: 0 (no interaction).